Regression/Classification. Given a drug SMILES string, predict its toxicity properties. Task type varies by dataset: regression for continuous values (e.g., LD50, hERG inhibition percentage) or binary classification for toxic/non-toxic outcomes (e.g., AMES mutagenicity, cardiotoxicity, hepatotoxicity). Dataset: herg_karim. From a dataset of hERG potassium channel inhibition data for cardiac toxicity prediction from Karim et al.. The drug is CCN(CC)c1ccc2cc(C(=O)NCCCCN3CCC(Nc4nc5ccccc5n4Cc4ccc(F)cc4)CC3)c(=O)oc2c1. The result is 1 (blocker).